This data is from Drug-target binding data from BindingDB using Ki measurements. The task is: Regression. Given a target protein amino acid sequence and a drug SMILES string, predict the binding affinity score between them. We predict pKi (pKi = -log10(Ki in M); higher means stronger inhibition). Dataset: bindingdb_ki. (1) The small molecule is CCCC[C@H](NC(=O)[C@H](C)NC(=O)[C@H](CCC(=O)O)NC(=O)[C@H](Cc1ccccc1)NC[C@H](CC(C)C)NC(=O)[C@@H](NC(=O)[C@@H](N)CCCNC(=N)N)C(C)C)C(N)=O. The target protein sequence is PQITLWKRPLVTIKIGGQLKEALLDTGADDTVIEEMSLPGRWKPKMIGGIGGFIKVRQYDQIIIEIAGHKAIGTVLVGPTPVNIIGRNLLTQIGATLNF. The pKi is 7.1. (2) The drug is Nc1ncnc2c1ncn2[C@@H]1O[C@H](COP(=O)(O)CC(=O)C(N)CC(=O)O)[C@@H](O)[C@H]1O. The pKi is 6.9. The target protein (P21889) has sequence MRTEYCGQLRLSHVGQQVTLCGWVNRRRDLGSLIFIDMRDREGIVQVFFDPDRADALKLASELRNEFCIQVTGTVRARDEKNINRDMATGEIEVLASSLTIINRADVLPLDSNHVNTEEARLKYRYLDLRRPEMAQRLKTRAKITSLVRRFMDDHGFLDIETPMLTKATPEGARDYLVPSRVHKGKFYALPQSPQLFKQLLMMSGFDRYYQIVKCFRDEDLRADRQPEFTQIDVETSFMTAPQVREVMEALVRHLWLEVKGVDLGDFPVMTFAEAERRYGSDKPDLRNPMELTDVADLLKSVEFAVFAGPANDPKGRVAALRVPGGASLTRKQIDEYGNFVKIYGAKGLAYIKVNERAKGLEGINSPVAKFLNAEIIEDILDRTAAQDGDMIFFGADNKKIVADAMGALRLKVGKDLGLTDESKWAPLWVIDFPMFEDDGEGGLTAMHHPFTSPKDMTAAELKAAPENAVANAYDMVINGYEVGGGSVRIHNGDMQQTVF....